This data is from CYP2C9 inhibition data for predicting drug metabolism from PubChem BioAssay. The task is: Regression/Classification. Given a drug SMILES string, predict its absorption, distribution, metabolism, or excretion properties. Task type varies by dataset: regression for continuous measurements (e.g., permeability, clearance, half-life) or binary classification for categorical outcomes (e.g., BBB penetration, CYP inhibition). Dataset: cyp2c9_veith. (1) The molecule is O=C(CSc1nc2ccccc2c(=O)n1CCCN1CCCCC1)NCc1ccccc1. The result is 0 (non-inhibitor). (2) The molecule is C(#CCN1CCCC1)CN1CCCC1. The result is 0 (non-inhibitor). (3) The compound is CO[C@H]1COC(=O)C/C=C\[C@H](C)[C@@H](OC)COC(=O)[C@@H](C)COC(=O)C/C=C\[C@@H]1C. The result is 1 (inhibitor). (4) The result is 0 (non-inhibitor). The drug is COC(=O)N1CCC2(CCCN(C(=O)Nc3ccc(OC)cc3)C2)CC1. (5) The molecule is Cc1ccc(NC(=S)NC2CCCC2)cc1. The result is 0 (non-inhibitor).